This data is from Peptide-MHC class I binding affinity with 185,985 pairs from IEDB/IMGT. The task is: Regression. Given a peptide amino acid sequence and an MHC pseudo amino acid sequence, predict their binding affinity value. This is MHC class I binding data. (1) The peptide sequence is NPAACSYMV. The MHC is HLA-A29:02 with pseudo-sequence HLA-A29:02. The binding affinity (normalized) is 0.555. (2) The MHC is HLA-B58:01 with pseudo-sequence HLA-B58:01. The peptide sequence is LSSLVSKHW. The binding affinity (normalized) is 0.800. (3) The peptide sequence is KWKYENPCK. The MHC is HLA-A30:01 with pseudo-sequence HLA-A30:01. The binding affinity (normalized) is 0.749. (4) The peptide sequence is KQLEWKWGI. The MHC is HLA-E01:01 with pseudo-sequence HLA-E01:03. The binding affinity (normalized) is 0.0847. (5) The peptide sequence is MLTNASGHA. The MHC is HLA-A26:01 with pseudo-sequence HLA-A26:01. The binding affinity (normalized) is 0.0847.